Task: Predict the reaction yield, written as a fraction of the theoretical maximum amount of product (1.0 means a 100% yield; for example, 0.34 means a 34% yield).. Dataset: Reaction yield outcomes from USPTO patents with 853,638 reactions (1) The reactants are [CH3:1][O:2][C:3]1[CH:8]=[CH:7][C:6]([C:9]2[S:13][C:12]([NH:14][C:15]([NH:17]C(=O)C(Cl)(Cl)Cl)=[O:16])=[C:11]([C:24]([O:26]C)=O)[CH:10]=2)=[CH:5][CH:4]=1.C[Al](C)C.[C:32]([O:36][C:37]([N:39]1[CH2:44][CH2:43][CH2:42][C@H:41]([NH2:45])[CH2:40]1)=[O:38])([CH3:35])([CH3:34])[CH3:33].[C@H](O)(C([O-])=O)[C@@H](O)C([O-])=O.[Na+].[K+]. The catalyst is C1COCC1.CCOC(C)=O.O. The product is [NH2:17][C:15]([NH:14][C:12]1[S:13][C:9]([C:6]2[CH:5]=[CH:4][C:3]([O:2][CH3:1])=[CH:8][CH:7]=2)=[CH:10][C:11]=1[C:24]([NH:45][C@H:41]1[CH2:42][CH2:43][CH2:44][N:39]([C:37]([O:36][C:32]([CH3:35])([CH3:34])[CH3:33])=[O:38])[CH2:40]1)=[O:26])=[O:16]. The yield is 0.670. (2) The catalyst is C(Cl)Cl. The product is [CH2:7]([O:14][N:15]1[C:21](=[O:22])[N:20]2[CH2:23][C@H:16]1[CH2:17][CH2:18][C@H:19]2[C:24]1[O:25][C:28]([CH2:29][C:30]2([NH:33][C:34](=[O:40])[O:35][C:36]([CH3:37])([CH3:38])[CH3:39])[CH2:32][CH2:31]2)=[N:27][N:26]=1)[C:8]1[CH:13]=[CH:12][CH:11]=[CH:10][CH:9]=1. The reactants are N1C=CC=CC=1.[CH2:7]([O:14][N:15]1[C:21](=[O:22])[N:20]2[CH2:23][C@H:16]1[CH2:17][CH2:18][C@H:19]2[C:24]([NH:26][NH:27][C:28](=O)[CH2:29][C:30]1([NH:33][C:34](=[O:40])[O:35][C:36]([CH3:39])([CH3:38])[CH3:37])[CH2:32][CH2:31]1)=[O:25])[C:8]1[CH:13]=[CH:12][CH:11]=[CH:10][CH:9]=1.O(S(C(F)(F)F)(=O)=O)S(C(F)(F)F)(=O)=O.C([O-])(O)=O.[Na+]. The yield is 0.650. (3) The reactants are Cl.[F:2][C:3]([F:15])([F:14])[O:4][C:5]1[CH:10]=[CH:9][C:8]([CH2:11][CH2:12][NH2:13])=[CH:7][CH:6]=1.[Cl:16][C:17]1[CH:22]=[C:21](Cl)[N:20]=[C:19]([O:24][CH3:25])[N:18]=1.C(=O)([O-])O.[Na+]. The catalyst is C(O)C.O. The product is [Cl:16][C:17]1[N:18]=[C:19]([O:24][CH3:25])[N:20]=[C:21]([NH:13][CH2:12][CH2:11][C:8]2[CH:7]=[CH:6][C:5]([O:4][C:3]([F:14])([F:15])[F:2])=[CH:10][CH:9]=2)[CH:22]=1. The yield is 0.970.